This data is from Full USPTO retrosynthesis dataset with 1.9M reactions from patents (1976-2016). The task is: Predict the reactants needed to synthesize the given product. (1) Given the product [Br:18][CH2:19][CH2:20][CH2:21][CH2:22][CH2:23][CH2:24][CH2:25][CH2:26][N:3]([C:4]([O:6][C:7]([CH3:8])([CH3:9])[CH3:10])=[O:5])[C:11](=[O:12])[O:13][C:14]([CH3:17])([CH3:16])[CH3:15], predict the reactants needed to synthesize it. The reactants are: [H-].[Na+].[NH:3]([C:11]([O:13][C:14]([CH3:17])([CH3:16])[CH3:15])=[O:12])[C:4]([O:6][C:7]([CH3:10])([CH3:9])[CH3:8])=[O:5].[Br:18][CH2:19][CH2:20][CH2:21][CH2:22][CH2:23][CH2:24][CH2:25][CH2:26]Br.[Cl-].[NH4+]. (2) Given the product [S:16]1[CH:20]=[CH:19][N:18]=[C:17]1[CH:21]=[N:1][CH:2]([CH2:10][C:11]1[N:12]=[CH:13][S:14][CH:15]=1)[C:3]([O:5][C:6]([CH3:9])([CH3:8])[CH3:7])=[O:4], predict the reactants needed to synthesize it. The reactants are: [NH2:1][CH:2]([CH2:10][C:11]1[N:12]=[CH:13][S:14][CH:15]=1)[C:3]([O:5][C:6]([CH3:9])([CH3:8])[CH3:7])=[O:4].[S:16]1[CH:20]=[CH:19][N:18]=[C:17]1[CH:21]=O.S([O-])([O-])(=O)=O.[Mg+2].